Task: Predict which catalyst facilitates the given reaction.. Dataset: Catalyst prediction with 721,799 reactions and 888 catalyst types from USPTO (1) Reactant: [CH3:1][N:2]1[C:6]([C:7]([C:9]2[CH:14]=[CH:13][CH:12]=[CH:11][CH:10]=2)=O)=[CH:5][N:4]=[CH:3]1.Cl.[NH2:16][OH:17]. Product: [OH:17][N:16]=[C:7]([C:6]1[N:2]([CH3:1])[CH:3]=[N:4][CH:5]=1)[C:9]1[CH:14]=[CH:13][CH:12]=[CH:11][CH:10]=1. The catalyst class is: 17. (2) Reactant: [CH3:1][O:2][C:3]1[O:7][C:6](=[O:8])[N:5]([C:9]2[CH:14]=[CH:13][C:12]([NH:15][C:16](=[O:21])[CH2:17][CH2:18][CH2:19]Cl)=[C:11]([CH3:22])[CH:10]=2)[N:4]=1.[H-].[Na+]. Product: [CH3:1][O:2][C:3]1[O:7][C:6](=[O:8])[N:5]([C:9]2[CH:14]=[CH:13][C:12]([N:15]3[CH2:19][CH2:18][CH2:17][C:16]3=[O:21])=[C:11]([CH3:22])[CH:10]=2)[N:4]=1. The catalyst class is: 12. (3) Reactant: C(=O)([O-])[O-].[K+].[K+].Br[CH2:8][C:9]1[C:10]([Cl:16])=[N:11][C:12]([Cl:15])=[CH:13][CH:14]=1.[NH2:17][CH2:18][CH:19]([C:21]1[CH:26]=[CH:25][C:24]([CH3:27])=[CH:23][N:22]=1)[OH:20].C(Cl)Cl. The catalyst class is: 23. Product: [NH3:11].[Cl:16][C:10]1[C:9]([CH2:8][NH:17][CH2:18][CH:19]([C:21]2[CH:26]=[CH:25][C:24]([CH3:27])=[CH:23][N:22]=2)[OH:20])=[CH:14][CH:13]=[C:12]([Cl:15])[N:11]=1. (4) Reactant: [Cl:1][C:2]1[CH:3]=[CH:4][C:5]([O:12][C:13]2[C:22]3[C:17](=[CH:18][C:19]([O:25][CH3:26])=[C:20]([O:23][CH3:24])[CH:21]=3)[N:16]=[CH:15][CH:14]=2)=[C:6]([CH:8]([OH:11])[CH2:9][CH3:10])[CH:7]=1.O. Product: [Cl:1][C:2]1[CH:3]=[CH:4][C:5]([O:12][C:13]2[C:22]3[C:17](=[CH:18][C:19]([O:25][CH3:26])=[C:20]([O:23][CH3:24])[CH:21]=3)[N:16]=[CH:15][CH:14]=2)=[C:6]([C:8](=[O:11])[CH2:9][CH3:10])[CH:7]=1. The catalyst class is: 16.